Dataset: NCI-60 drug combinations with 297,098 pairs across 59 cell lines. Task: Regression. Given two drug SMILES strings and cell line genomic features, predict the synergy score measuring deviation from expected non-interaction effect. (1) Drug 1: CC12CCC(CC1=CCC3C2CCC4(C3CC=C4C5=CN=CC=C5)C)O. Drug 2: C1=C(C(=O)NC(=O)N1)F. Cell line: EKVX. Synergy scores: CSS=29.6, Synergy_ZIP=2.06, Synergy_Bliss=2.02, Synergy_Loewe=1.18, Synergy_HSA=1.57. (2) Drug 1: CN(CC1=CN=C2C(=N1)C(=NC(=N2)N)N)C3=CC=C(C=C3)C(=O)NC(CCC(=O)O)C(=O)O. Drug 2: CC(C)CN1C=NC2=C1C3=CC=CC=C3N=C2N. Cell line: K-562. Synergy scores: CSS=80.2, Synergy_ZIP=4.12, Synergy_Bliss=3.09, Synergy_Loewe=2.44, Synergy_HSA=2.59. (3) Drug 1: CC1OCC2C(O1)C(C(C(O2)OC3C4COC(=O)C4C(C5=CC6=C(C=C35)OCO6)C7=CC(=C(C(=C7)OC)O)OC)O)O. Drug 2: CN(CCCl)CCCl.Cl. Cell line: SF-539. Synergy scores: CSS=32.8, Synergy_ZIP=-0.420, Synergy_Bliss=1.29, Synergy_Loewe=-6.27, Synergy_HSA=2.22. (4) Drug 1: C1=CC(=CC=C1CCC2=CNC3=C2C(=O)NC(=N3)N)C(=O)NC(CCC(=O)O)C(=O)O. Drug 2: C1=CC(=CC=C1CC(C(=O)O)N)N(CCCl)CCCl.Cl. Cell line: UACC-257. Synergy scores: CSS=9.15, Synergy_ZIP=-2.53, Synergy_Bliss=3.50, Synergy_Loewe=-1.71, Synergy_HSA=0.834.